This data is from Forward reaction prediction with 1.9M reactions from USPTO patents (1976-2016). The task is: Predict the product of the given reaction. (1) Given the reactants [NH2:1][C:2]1[C:11]2[N:10]=[CH:9][C:8]([CH2:12][CH2:13][C:14]3[CH:19]=[CH:18][C:17]([O:20]COC)=[CH:16][C:15]=3[CH3:24])=[CH:7][C:6]=2[C:5]2[CH:25]=[CH:26][C:27]([CH2:29][CH2:30][C:31]([O:33][CH2:34][CH3:35])=[O:32])=[CH:28][C:4]=2[N:3]=1.Cl, predict the reaction product. The product is: [NH2:1][C:2]1[C:11]2[N:10]=[CH:9][C:8]([CH2:12][CH2:13][C:14]3[CH:19]=[CH:18][C:17]([OH:20])=[CH:16][C:15]=3[CH3:24])=[CH:7][C:6]=2[C:5]2[CH:25]=[CH:26][C:27]([CH2:29][CH2:30][C:31]([O:33][CH2:34][CH3:35])=[O:32])=[CH:28][C:4]=2[N:3]=1. (2) Given the reactants [Cl:1][C:2]1[CH:7]=[CH:6][CH:5]=[CH:4][C:3]=1[S:8]([C@H:11]1[CH2:15][NH:14][C@H:13]([C:16]([NH:18][C:19]2([C:22]#[N:23])[CH2:21][CH2:20]2)=[O:17])[CH2:12]1)(=[O:10])=[O:9].[CH3:24][C:25]1([CH3:38])[CH2:30][CH:29]([N:31]2[CH2:34][CH2:33][CH:32]2[C:35]([O-])=[O:36])[CH2:28][CH2:27][O:26]1.[Li+], predict the reaction product. The product is: [Cl:1][C:2]1[CH:7]=[CH:6][CH:5]=[CH:4][C:3]=1[S:8]([C@H:11]1[CH2:15][N:14]([C:35]([CH:32]2[CH2:33][CH2:34][N:31]2[CH:29]2[CH2:28][CH2:27][O:26][C:25]([CH3:38])([CH3:24])[CH2:30]2)=[O:36])[C@H:13]([C:16]([NH:18][C:19]2([C:22]#[N:23])[CH2:21][CH2:20]2)=[O:17])[CH2:12]1)(=[O:10])=[O:9]. (3) Given the reactants Br[C:2]1[CH:7]=[CH:6][CH:5]=[C:4]([Br:8])[N:3]=1.[CH:9]1([C:14]#[CH:15])[CH2:13][CH2:12][CH2:11][CH2:10]1.C(N(CC)CC)C, predict the reaction product. The product is: [Br:8][C:4]1[CH:5]=[CH:6][CH:7]=[C:2]([C:15]#[C:14][CH:9]2[CH2:13][CH2:12][CH2:11][CH2:10]2)[N:3]=1. (4) Given the reactants [Cl:1][C:2]1[CH:3]=[C:4]([N:11]([S:15]([C:18]2[CH:23]=[CH:22][C:21]([Cl:24])=[C:20]([C:25]([F:28])([F:27])[F:26])[CH:19]=2)(=[O:17])=[O:16])[CH2:12][O:13][CH3:14])[C:5]([C:8](Cl)=[O:9])=[N:6][CH:7]=1.[CH3:29][C@H:30]1[O:35][C@@H:34]([CH3:36])[CH2:33][NH:32][CH2:31]1.C(N(C(C)C)CC)(C)C, predict the reaction product. The product is: [Cl:24][C:21]1[CH:22]=[CH:23][C:18]([S:15]([N:11]([C:4]2[C:5]([C:8]([N:32]3[CH2:31][C@H:30]([CH3:29])[O:35][C@H:34]([CH3:36])[CH2:33]3)=[O:9])=[N:6][CH:7]=[C:2]([Cl:1])[CH:3]=2)[CH2:12][O:13][CH3:14])(=[O:17])=[O:16])=[CH:19][C:20]=1[C:25]([F:28])([F:27])[F:26]. (5) The product is: [ClH:28].[Cl:28][C:25]1[CH:26]=[CH:27][C:22]([C:21]([NH:20][C:17]2[CH:16]=[CH:15][C:14]([O:13][CH:10]3[CH2:11][CH2:12][NH:8][CH2:9]3)=[CH:19][CH:18]=2)=[O:29])=[CH:23][CH:24]=1. Given the reactants C(OC([N:8]1[CH2:12][CH2:11][CH:10]([O:13][C:14]2[CH:19]=[CH:18][C:17]([NH:20][C:21](=[O:29])[C:22]3[CH:27]=[CH:26][C:25]([Cl:28])=[CH:24][CH:23]=3)=[CH:16][CH:15]=2)[CH2:9]1)=O)(C)(C)C.Cl, predict the reaction product. (6) Given the reactants Cl.[NH2:2][C@@H:3]1[CH2:8][CH2:7][CH2:6][CH2:5][C@H:4]1[OH:9].[H-].[Na+].[O:12]1[C:16]2[CH:17]=[CH:18][CH:19]=[CH:20][C:15]=2[CH:14]=[C:13]1[C:21]1[N:25]2[N:26]=[C:27](Cl)[CH:28]=[CH:29][C:24]2=[N:23][CH:22]=1, predict the reaction product. The product is: [O:12]1[C:16]2[CH:17]=[CH:18][CH:19]=[CH:20][C:15]=2[CH:14]=[C:13]1[C:21]1[N:25]2[N:26]=[C:27]([O:9][C@@H:4]3[CH2:5][CH2:6][CH2:7][CH2:8][C@H:3]3[NH2:2])[CH:28]=[CH:29][C:24]2=[N:23][CH:22]=1. (7) Given the reactants Br[C:2]1[C:10]2[C:5](=[CH:6][CH:7]=[C:8]([N+:11]([O-:13])=[O:12])[CH:9]=2)[N:4]([C:14]([C:27]2[CH:32]=[CH:31][CH:30]=[CH:29][CH:28]=2)([C:21]2[CH:26]=[CH:25][CH:24]=[CH:23][CH:22]=2)[C:15]2[CH:20]=[CH:19][CH:18]=[CH:17][CH:16]=2)[N:3]=1.[C:33]([Si:35]([CH3:38])([CH3:37])[CH3:36])#[CH:34].C(N(CC)CC)C.C(OCC)(=O)C, predict the reaction product. The product is: [N+:11]([C:8]1[CH:9]=[C:10]2[C:5](=[CH:6][CH:7]=1)[N:4]([C:14]([C:15]1[CH:16]=[CH:17][CH:18]=[CH:19][CH:20]=1)([C:27]1[CH:28]=[CH:29][CH:30]=[CH:31][CH:32]=1)[C:21]1[CH:26]=[CH:25][CH:24]=[CH:23][CH:22]=1)[N:3]=[C:2]2[C:34]#[C:33][Si:35]([CH3:38])([CH3:37])[CH3:36])([O-:13])=[O:12]. (8) Given the reactants C(O[C:4](=[O:20])[CH2:5][C:6](=O)[CH2:7][CH:8]1[CH2:13][CH2:12][CH:11]([C:14]([O:16][CH2:17][CH3:18])=[O:15])[CH2:10][CH2:9]1)C.[NH2:21][C:22]1[CH:26]=[CH:25][NH:24][N:23]=1, predict the reaction product. The product is: [OH:20][C:4]1[N:23]2[N:24]=[CH:25][CH:26]=[C:22]2[N:21]=[C:6]([CH2:7][CH:8]2[CH2:9][CH2:10][CH:11]([C:14]([O:16][CH2:17][CH3:18])=[O:15])[CH2:12][CH2:13]2)[CH:5]=1.